This data is from Reaction yield outcomes from USPTO patents with 853,638 reactions. The task is: Predict the reaction yield, written as a fraction of the theoretical maximum amount of product (1.0 means a 100% yield; for example, 0.34 means a 34% yield). (1) The yield is 0.640. The product is [CH2:1]([N:4]([CH2:14][CH:15]=[CH2:16])[C@@H:5]([C:7]1[CH:12]=[CH:11][C:10]([C:23]([OH:24])([CH3:25])[CH3:22])=[CH:9][CH:8]=1)[CH3:6])[CH:2]=[CH2:3]. The reactants are [CH2:1]([N:4]([CH2:14][CH:15]=[CH2:16])[C@@H:5]([C:7]1[CH:12]=[CH:11][C:10](Br)=[CH:9][CH:8]=1)[CH3:6])[CH:2]=[CH2:3].[Li]CCCC.[CH3:22][C:23]([CH3:25])=[O:24]. The catalyst is C1COCC1. (2) The reactants are CC(C)([O-])C.[K+].[F:7][C:8]1[C:18]([F:19])=[C:17]([F:20])[CH:16]=[CH:15][C:9]=1[NH:10][C@@H:11]([CH3:14])[CH2:12][OH:13].C(O[CH:24]=[C:25]([C:31]([O:33][CH2:34][CH3:35])=[O:32])[C:26]([O:28][CH2:29][CH3:30])=[O:27])C. The catalyst is CN(C=O)C. The product is [F:7][C:8]1[C:18]([F:19])=[C:17]([F:20])[CH:16]=[CH:15][C:9]=1[N:10]([CH:24]=[C:25]([C:26]([O:28][CH2:29][CH3:30])=[O:27])[C:31]([O:33][CH2:34][CH3:35])=[O:32])[C@@H:11]([CH3:14])[CH2:12][OH:13]. The yield is 0.750. (3) The reactants are [OH:1][C:2]1[CH:11]=[C:10]2[C:5]([C:6]([O:12][C:13]3[CH:14]=[CH:15][C:16]([NH:19][C:20]([C:22]4[C:23](=[O:35])[N:24]([C:29]5[CH:34]=[CH:33][CH:32]=[CH:31][CH:30]=5)[N:25]([CH3:28])[C:26]=4[CH3:27])=[O:21])=[N:17][CH:18]=3)=[CH:7][CH:8]=[N:9]2)=[CH:4][CH:3]=1.C([O-])([O-])=O.[Cs+].[Cs+].CS(O[CH2:47][CH2:48][CH2:49][C:50]1([OH:53])[CH2:52][CH2:51]1)(=O)=O. The catalyst is CC(N(C)C)=O. The product is [OH:53][C:50]1([CH2:49][CH2:48][CH2:47][O:1][C:2]2[CH:11]=[C:10]3[C:5]([C:6]([O:12][C:13]4[CH:14]=[CH:15][C:16]([NH:19][C:20]([C:22]5[C:23](=[O:35])[N:24]([C:29]6[CH:30]=[CH:31][CH:32]=[CH:33][CH:34]=6)[N:25]([CH3:28])[C:26]=5[CH3:27])=[O:21])=[N:17][CH:18]=4)=[CH:7][CH:8]=[N:9]3)=[CH:4][CH:3]=2)[CH2:52][CH2:51]1. The yield is 0.626. (4) The reactants are [Br:1][C:2]1[CH:7]=[CH:6][C:5]([OH:8])=[CH:4][C:3]=1[CH3:9].[CH3:10][C:11](O)([CH3:13])[CH3:12].S(=O)(=O)(O)O. The catalyst is ClCCl. The product is [Br:1][C:2]1[C:3]([CH3:9])=[CH:4][C:5]([OH:8])=[C:6]([C:11]([CH3:13])([CH3:12])[CH3:10])[CH:7]=1. The yield is 0.510.